Dataset: Catalyst prediction with 721,799 reactions and 888 catalyst types from USPTO. Task: Predict which catalyst facilitates the given reaction. (1) Reactant: [Cl:1][C:2]1[CH:9]=[CH:8][C:5]([CH2:6][OH:7])=[CH:4][C:3]=1[C:10]([F:13])([F:12])[F:11].[F:14][C:15]1[CH:22]=[C:21](F)[C:20]([F:24])=[CH:19][C:16]=1[C:17]#[N:18].C(=O)([O-])[O-].[K+].[K+]. Product: [F:14][C:15]1[CH:22]=[C:21]([O:7][CH2:6][C:5]2[CH:8]=[CH:9][C:2]([Cl:1])=[C:3]([C:10]([F:11])([F:12])[F:13])[CH:4]=2)[C:20]([F:24])=[CH:19][C:16]=1[C:17]#[N:18]. The catalyst class is: 16. (2) Product: [F:1][C:2]1[CH:7]=[C:6]([CH:8]2[O:52][C:50](=[O:35])[NH:47][CH:9]2[CH2:13][C:14]2[CH:19]=[CH:18][CH:17]=[C:16]([O:20][C:21]([F:25])([F:26])[CH:22]([F:23])[F:24])[CH:15]=2)[CH:5]=[CH:4][N:3]=1. The catalyst class is: 7. Reactant: [F:1][C:2]1[CH:7]=[C:6]([CH:8](O)[CH:9]([CH2:13][C:14]2[CH:19]=[CH:18][CH:17]=[C:16]([O:20][C:21]([F:26])([F:25])[CH:22]([F:24])[F:23])[CH:15]=2)C(O)=O)[CH:5]=[CH:4][N:3]=1.C1(P(N=[N+]=[N-])(C2C=CC=CC=2)=[O:35])C=CC=CC=1.C([N:47]([CH2:50]C)CC)C.[OH2:52]. (3) Reactant: [OH:1][CH:2]1[CH2:7][CH2:6][NH:5][CH2:4][CH2:3]1.[CH3:8][C:9]([CH3:11])=O.C(O)(=O)C.C(O[BH-](OC(=O)C)OC(=O)C)(=O)C.[Na+]. Product: [NH3:5].[CH:9]([N:5]1[CH2:6][CH2:7][CH:2]([OH:1])[CH2:3][CH2:4]1)([CH3:11])[CH3:8]. The catalyst class is: 7. (4) Reactant: [CH2:1]([NH:3][C:4]1[C:9]([CH:10]=O)=[CH:8][N:7]=[C:6]([S:12][CH3:13])[N:5]=1)[CH3:2].[Br:14][C:15]1[CH:20]=[CH:19][C:18]([CH2:21][C:22]([O:24]CC)=O)=[C:17]([Cl:27])[CH:16]=1.C(=O)([O-])[O-].[Cs+].[Cs+].C(OCC)(=O)C. Product: [Br:14][C:15]1[CH:20]=[CH:19][C:18]([C:21]2[C:22](=[O:24])[N:3]([CH2:1][CH3:2])[C:4]3[N:5]=[C:6]([S:12][CH3:13])[N:7]=[CH:8][C:9]=3[CH:10]=2)=[C:17]([Cl:27])[CH:16]=1. The catalyst class is: 44. (5) Reactant: [CH2:1]([Li])[CH2:2][CH2:3][CH3:4].C[O:7][C:8]1C=CC=[C:10]([CH:11]=O)[C:9]=1O. Product: [CH:3]([C:2]1[CH:1]=[CH:11][CH:10]=[CH:9][C:8]=1[OH:7])=[CH2:4]. The catalyst class is: 597. (6) Reactant: C1(P([N:15]=[N+:16]=[N-:17])(C2C=CC=CC=2)=O)C=CC=CC=1.[N:18]1[CH:23]=[CH:22][N:21]=[CH:20][C:19]=1[C:24](O)=[O:25]. Product: [N:18]1[CH:23]=[CH:22][N:21]=[CH:20][C:19]=1[C:24]([N:15]=[N+:16]=[N-:17])=[O:25]. The catalyst class is: 1.